This data is from Catalyst prediction with 721,799 reactions and 888 catalyst types from USPTO. The task is: Predict which catalyst facilitates the given reaction. (1) Reactant: [NH2:1][C:2]1[N:10]=[CH:9][N:8]=[C:7]2[C:3]=1[N:4]=[CH:5][N:6]2[C@H:11]1[C@@H:15]2[O:16]C(C)(C)[O:18][C@@H:14]2[C@@H:13]([CH2:21][N:22]([CH3:37])[CH2:23][CH2:24][CH2:25][NH:26][C:27]([NH:29][C:30]2[CH:35]=[CH:34][CH:33]=[C:32]([Cl:36])[CH:31]=2)=[O:28])[O:12]1.C([O-])([O-])=O.[K+].[K+]. Product: [NH2:1][C:2]1[N:10]=[CH:9][N:8]=[C:7]2[C:3]=1[N:4]=[CH:5][N:6]2[C@@H:11]1[O:12][C@H:13]([CH2:21][N:22]([CH3:37])[CH2:23][CH2:24][CH2:25][NH:26][C:27]([NH:29][C:30]2[CH:35]=[CH:34][CH:33]=[C:32]([Cl:36])[CH:31]=2)=[O:28])[C@@H:14]([OH:18])[C@H:15]1[OH:16]. The catalyst class is: 484. (2) Reactant: [F:1][C:2]1[CH:7]=[CH:6][CH:5]=[C:4]([N+:8]([O-])=[O:9])[C:3]=1[NH:11][C:12](=[O:19])[CH2:13][C:14]([O:16][CH2:17][CH3:18])=[O:15].CC(C)([O-])C.[K+].Cl. Product: [F:1][C:2]1[C:3]2[C:4]([CH:5]=[CH:6][CH:7]=1)=[N+:8]([O-:9])[C:13]([C:14]([O:16][CH2:17][CH3:18])=[O:15])=[C:12]([OH:19])[N:11]=2. The catalyst class is: 9. (3) Reactant: [CH:1]1([CH:4]([O:24][CH3:25])[CH:5]([N:7]2[C:11]3=[N:12][CH:13]=[CH:14][CH:15]=[C:10]3[C:9]([C:16]([O:18]C(C)(C)C)=[O:17])=[C:8]2[CH3:23])[CH3:6])[CH2:3][CH2:2]1.C(C(O)=O)(F)(F)F. Product: [CH:1]1([CH:4]([O:24][CH3:25])[CH:5]([N:7]2[C:11]3=[N:12][CH:13]=[CH:14][CH:15]=[C:10]3[C:9]([C:16]([OH:18])=[O:17])=[C:8]2[CH3:23])[CH3:6])[CH2:3][CH2:2]1. The catalyst class is: 2. (4) Reactant: [C:1]([C:3]1[S:4][C:5]2[C:11]([C:12]#[N:13])=[C:10](/[N:14]=[CH:15]/[N:16](C)C)[CH:9]=[CH:8][C:6]=2[N:7]=1)#[N:2].[N:19]1([C:24]2[CH:30]=[CH:29][C:27](N)=[CH:26][CH:25]=2)[CH2:23][CH2:22][CH2:21][CH2:20]1.[K+].[Br-]. Product: [N:19]1([C:24]2[CH:30]=[CH:29][C:27]([NH:13][C:12]3[C:11]4[C:10](=[CH:9][CH:8]=[C:6]5[N:7]=[C:3]([C:1]#[N:2])[S:4][C:5]5=4)[N:14]=[CH:15][N:16]=3)=[CH:26][CH:25]=2)[CH2:23][CH2:22][CH2:21][CH2:20]1. The catalyst class is: 91.